Dataset: Full USPTO retrosynthesis dataset with 1.9M reactions from patents (1976-2016). Task: Predict the reactants needed to synthesize the given product. (1) Given the product [CH:19]([N:32]1[CH2:37][CH2:36][N:35]([CH2:1][C:3]2[CH:18]=[CH:17][C:6]([O:7][C:8]3[CH:16]=[CH:15][C:11]([C:12]([NH2:14])=[O:13])=[CH:10][N:9]=3)=[CH:5][CH:4]=2)[CH2:34][CH2:33]1)([C:26]1[CH:31]=[CH:30][CH:29]=[CH:28][CH:27]=1)[C:20]1[CH:25]=[CH:24][CH:23]=[CH:22][CH:21]=1, predict the reactants needed to synthesize it. The reactants are: [CH:1]([C:3]1[CH:18]=[CH:17][C:6]([O:7][C:8]2[CH:16]=[CH:15][C:11]([C:12]([NH2:14])=[O:13])=[CH:10][N:9]=2)=[CH:5][CH:4]=1)=O.[CH:19]([N:32]1[CH2:37][CH2:36][NH:35][CH2:34][CH2:33]1)([C:26]1[CH:31]=[CH:30][CH:29]=[CH:28][CH:27]=1)[C:20]1[CH:25]=[CH:24][CH:23]=[CH:22][CH:21]=1.[BH4-].[Na+]. (2) The reactants are: [Cl:1][C:2]1[CH:3]=[C:4]([CH:7]=[C:8]([O:11][CH2:12][CH3:13])[C:9]=1[OH:10])[CH:5]=[O:6].Br[CH:15]1[CH2:19][CH2:18][CH2:17][CH2:16]1. Given the product [Cl:1][C:2]1[CH:3]=[C:4]([CH:7]=[C:8]([O:11][CH2:12][CH3:13])[C:9]=1[O:10][CH:15]1[CH2:19][CH2:18][CH2:17][CH2:16]1)[CH:5]=[O:6], predict the reactants needed to synthesize it.